From a dataset of Forward reaction prediction with 1.9M reactions from USPTO patents (1976-2016). Predict the product of the given reaction. (1) Given the reactants [CH2:1]([N:8](C)[C@@H:9]1[CH2:14][CH2:13][N:12]([CH2:15][CH2:16][C:17]2[CH:22]=[CH:21][C:20]([F:23])=[CH:19][CH:18]=2)[CH2:11][C@H:10]1[CH2:24][NH:25][C:26]([NH:28][C:29]1[CH:34]=[C:33]([C:35]2[N:39]([CH3:40])[N:38]=[N:37][N:36]=2)[CH:32]=[C:31]([CH2:41][CH3:42])[CH:30]=1)=[O:27])C1C=CC=CC=1, predict the reaction product. The product is: [CH3:1][NH:8][C@@H:9]1[CH2:14][CH2:13][N:12]([CH2:15][CH2:16][C:17]2[CH:22]=[CH:21][C:20]([F:23])=[CH:19][CH:18]=2)[CH2:11][C@H:10]1[CH2:24][NH:25][C:26]([NH:28][C:29]1[CH:34]=[C:33]([C:35]2[N:39]([CH3:40])[N:38]=[N:37][N:36]=2)[CH:32]=[C:31]([CH2:41][CH3:42])[CH:30]=1)=[O:27]. (2) Given the reactants [C:1]([C:3]1[CH:4]=[N:5][N:6]2[C:11]([C:12]([F:15])([F:14])[F:13])=[CH:10][C:9]([C:16]3[CH:21]=[CH:20][C:19]([C:22]([F:25])([F:24])[F:23])=[CH:18][CH:17]=3)=[N:8][C:7]=12)#[CH:2].Cl.Cl[C:28]1[S:32][C:31]([S:33]([N:36]2[CH2:41][CH2:40][N:39]([CH3:42])[CH2:38][CH2:37]2)(=[O:35])=[O:34])=[CH:30][CH:29]=1, predict the reaction product. The product is: [CH3:42][N:39]1[CH2:38][CH2:37][N:36]([S:33]([C:31]2[S:32][C:28]([C:2]#[C:1][C:3]3[CH:4]=[N:5][N:6]4[C:11]([C:12]([F:14])([F:13])[F:15])=[CH:10][C:9]([C:16]5[CH:21]=[CH:20][C:19]([C:22]([F:25])([F:24])[F:23])=[CH:18][CH:17]=5)=[N:8][C:7]=34)=[CH:29][CH:30]=2)(=[O:35])=[O:34])[CH2:41][CH2:40]1.